Dataset: Full USPTO retrosynthesis dataset with 1.9M reactions from patents (1976-2016). Task: Predict the reactants needed to synthesize the given product. (1) Given the product [CH:1]([N:4]([CH3:30])[C:5]1[C:6]([C:19]2[CH:24]=[CH:23][C:22]([O:25][C:26]([F:28])([F:29])[F:27])=[CH:21][CH:20]=2)=[N:7][C:8]2[C:13]([N:14]=1)=[CH:12][C:11]([C:15]([OH:17])=[O:16])=[CH:10][CH:9]=2)([CH3:3])[CH3:2], predict the reactants needed to synthesize it. The reactants are: [CH:1]([N:4]([CH3:30])[C:5]1[C:6]([C:19]2[CH:24]=[CH:23][C:22]([O:25][C:26]([F:29])([F:28])[F:27])=[CH:21][CH:20]=2)=[N:7][C:8]2[C:13]([N:14]=1)=[CH:12][C:11]([C:15]([O:17]C)=[O:16])=[CH:10][CH:9]=2)([CH3:3])[CH3:2].[OH-].[Na+].O. (2) Given the product [Cl:8][C:7]1[N:6]=[C:5]([N:9]2[CH2:14][CH2:13][C:12]([NH:18][CH2:19][CH3:20])([C:15]([NH2:17])=[O:16])[CH2:11][CH2:10]2)[CH:4]=[N:3][C:2]=1[C:25]1[CH:26]=[CH:27][C:22]([Cl:21])=[CH:23][CH:24]=1, predict the reactants needed to synthesize it. The reactants are: Br[C:2]1[N:3]=[CH:4][C:5]([N:9]2[CH2:14][CH2:13][C:12]([NH:18][CH2:19][CH3:20])([C:15]([NH2:17])=[O:16])[CH2:11][CH2:10]2)=[N:6][C:7]=1[Cl:8].[Cl:21][C:22]1[CH:27]=[CH:26][C:25](B(O)O)=[CH:24][CH:23]=1.C([O-])([O-])=O.[Na+].[Na+].O.